This data is from Full USPTO retrosynthesis dataset with 1.9M reactions from patents (1976-2016). The task is: Predict the reactants needed to synthesize the given product. (1) Given the product [CH2:28]([O:21][C:20](=[O:22])[CH2:19][N:2]([CH3:1])[S:3]([C:6]1[CH:11]=[CH:10][C:9]([N:12]2[CH2:13][CH2:14][C:15](=[O:18])[CH2:16][CH2:17]2)=[CH:8][CH:7]=1)(=[O:5])=[O:4])[CH3:29], predict the reactants needed to synthesize it. The reactants are: [CH3:1][N:2]([CH2:19][C:20]([OH:22])=[O:21])[S:3]([C:6]1[CH:11]=[CH:10][C:9]([N:12]2[CH2:17][CH2:16][C:15](=[O:18])[CH2:14][CH2:13]2)=[CH:8][CH:7]=1)(=[O:5])=[O:4].C(N1C=CN=C1)(N1[CH:29]=[CH:28]N=C1)=O.C(O)C. (2) Given the product [F:1][C:2]1[CH:7]=[CH:6][C:5]([C:8]2([CH:12]3[C:21]4[C:16](=[CH:17][CH:18]=[C:19]([O:22][CH2:23][CH2:24][NH:25][S:26]([CH2:29][CH2:30][CH3:31])(=[O:27])=[O:28])[CH:20]=4)[CH2:15][CH2:14][N:13]3[N:32]=[O:33])[CH2:9][CH2:10][CH2:11]2)=[CH:4][CH:3]=1, predict the reactants needed to synthesize it. The reactants are: [F:1][C:2]1[CH:7]=[CH:6][C:5]([C:8]2([CH:12]3[C:21]4[C:16](=[CH:17][CH:18]=[C:19]([O:22][CH2:23][CH2:24][NH:25][S:26]([CH2:29][CH2:30][CH3:31])(=[O:28])=[O:27])[CH:20]=4)[CH2:15][CH2:14][NH:13]3)[CH2:11][CH2:10][CH2:9]2)=[CH:4][CH:3]=1.[N:32](OC(C)(C)C)=[O:33].